Task: Predict the reactants needed to synthesize the given product.. Dataset: Full USPTO retrosynthesis dataset with 1.9M reactions from patents (1976-2016) (1) Given the product [O:22]=[C:16]1[CH:15]([N:14]2[C:4](=[O:12])[C:3]3[C:7](=[CH:8][CH:9]=[CH:10][C:2]=3[OH:1])[C:6]2=[O:11])[CH2:20][CH2:19][C:18](=[O:21])[NH:17]1, predict the reactants needed to synthesize it. The reactants are: [OH:1][C:2]1[CH:10]=[CH:9][CH:8]=[C:7]2[C:3]=1[C:4](=[O:12])O[C:6]2=[O:11].Cl.[NH2:14][CH:15]1[CH2:20][CH2:19][C:18](=[O:21])[NH:17][C:16]1=[O:22]. (2) Given the product [NH2:17][C:16]1[C:11]([NH:10][C:7]2[CH:6]=[CH:5][C:4]([O:3][CH2:1][CH3:2])=[CH:9][CH:8]=2)=[N:12][C:13]([NH:20][C:21]2[CH:22]=[N:23][N:24]([CH2:26][CH2:27][CH2:28][CH:29]3[CH2:34][CH2:33][N:32]([C:35]([O:37][C:38]([CH3:40])([CH3:41])[CH3:39])=[O:36])[CH2:31][CH2:30]3)[CH:25]=2)=[N:14][CH:15]=1, predict the reactants needed to synthesize it. The reactants are: [CH2:1]([O:3][C:4]1[CH:9]=[CH:8][C:7]([NH:10][C:11]2[C:16]([N+:17]([O-])=O)=[CH:15][N:14]=[C:13]([NH:20][C:21]3[CH:22]=[N:23][N:24]([CH2:26][CH2:27][CH2:28][CH:29]4[CH2:34][CH2:33][N:32]([C:35]([O:37][C:38]([CH3:41])([CH3:40])[CH3:39])=[O:36])[CH2:31][CH2:30]4)[CH:25]=3)[N:12]=2)=[CH:6][CH:5]=1)[CH3:2].